This data is from Full USPTO retrosynthesis dataset with 1.9M reactions from patents (1976-2016). The task is: Predict the reactants needed to synthesize the given product. (1) Given the product [F:1][C:2]1[CH:3]=[C:4]([N:38]2[CH2:42][C@H:41]([CH2:43][NH:44][C:45](=[O:47])[CH3:46])[O:40][C:39]2=[O:48])[CH:5]=[CH:6][C:7]=1[N:8]1[CH2:9][CH2:10][N:11]([C:14](=[O:37])[CH2:15][O:16][C:17]2[CH:18]=[CH:19][C:20]([CH2:23][O:24][C@@H:25]3[CH2:30][O:29][C:28]4=[N:31][C:32]([N+:34]([O-:36])=[O:35])=[CH:33][N:27]4[CH2:26]3)=[CH:21][CH:22]=2)[CH2:12][CH2:13]1, predict the reactants needed to synthesize it. The reactants are: [F:1][C:2]1[CH:3]=[C:4]([N:38]2[CH2:42][C@H:41]([CH2:43][NH:44][C:45](=[O:47])[CH3:46])[O:40][C:39]2=[O:48])[CH:5]=[CH:6][C:7]=1[N:8]1[CH2:13][CH2:12][N:11]([C:14](=[O:37])[CH2:15][O:16][C:17]2[CH:22]=[CH:21][C:20]([CH2:23][O:24][CH:25]3[CH2:30][O:29][C:28]4=[N:31][C:32]([N+:34]([O-:36])=[O:35])=[CH:33][N:27]4[CH2:26]3)=[CH:19][CH:18]=2)[CH2:10][CH2:9]1.C(OC(=O)COC1C=CC(CO[C@@H]2COC3=NC([N+]([O-])=O)=CN3C2)=CC=1)(C)(C)C.FC1C=C(N2CC(CNC(=O)C)OC2=O)C=CC=1N1CCNCC1.C1C=CC2N(O)N=NC=2C=1.CCN=C=NCCCN(C)C.CCN(C(C)C)C(C)C. (2) Given the product [CH3:22][S:23]([C:2]1[CH:21]=[CH:20][C:5]([CH2:6][O:7][CH2:8][C@@H:9]2[CH2:11][C@@H:10]2[CH:12]2[CH2:17][CH2:16][N:15]([C:18]#[N:19])[CH2:14][CH2:13]2)=[CH:4][CH:3]=1)(=[O:25])=[O:24], predict the reactants needed to synthesize it. The reactants are: Br[C:2]1[CH:21]=[CH:20][C:5]([CH2:6][O:7][CH2:8][C@@H:9]2[CH2:11][C@@H:10]2[CH:12]2[CH2:17][CH2:16][N:15]([C:18]#[N:19])[CH2:14][CH2:13]2)=[CH:4][CH:3]=1.[CH3:22][S:23]([O-:25])=[O:24].[Na+].C1C=CC=CC=1.CNCCNC. (3) The reactants are: Cl[C:2]1[N:3]=[C:4]([O:38][CH:39]([CH3:41])[CH3:40])[C:5]2[C:10]([C:11]3[CH:16]=[CH:15][C:14]([C:17]4[N:18]([CH2:22][O:23][CH2:24][CH2:25][Si:26]([CH3:29])([CH3:28])[CH3:27])[CH:19]=[CH:20][N:21]=4)=[CH:13][CH:12]=3)=[CH:9][N:8]([CH2:30][O:31][CH2:32][CH2:33][Si:34]([CH3:37])([CH3:36])[CH3:35])[C:6]=2[N:7]=1.[NH2:42][C:43]1[CH:51]=[CH:50][C:46]([C:47]([NH2:49])=[O:48])=[CH:45][C:44]=1[O:52][CH3:53].[C:54](=O)([O-])[O-].[Cs+].[Cs+].C1(P(C2C=CC=CC=2)C2C=CC3C(=CC=CC=3)C=2C2C3C(=CC=CC=3)C=CC=2P(C2C=CC=CC=2)C2C=CC=CC=2)C=CC=CC=1. Given the product [CH:39]([O:38][C:4]1[C:5]2[C:10]([C:11]3[CH:16]=[CH:15][C:14]([C:17]4[N:18]([CH2:22][O:23][CH2:24][CH2:25][Si:26]([CH3:29])([CH3:28])[CH3:27])[CH:19]=[CH:20][N:21]=4)=[CH:13][CH:12]=3)=[CH:9][N:8]([CH2:30][O:31][CH2:32][CH2:33][Si:34]([CH3:37])([CH3:36])[CH3:35])[C:6]=2[N:7]=[C:2]([NH:42][C:43]2[CH:51]=[CH:50][C:46]([C:47]([NH:49][CH3:54])=[O:48])=[CH:45][C:44]=2[O:52][CH3:53])[N:3]=1)([CH3:41])[CH3:40], predict the reactants needed to synthesize it. (4) Given the product [N:19]1([C:2]2[N:3]([C:13]3[CH:14]=[N:15][CH:16]=[CH:17][CH:18]=3)[C:4]3[C:9]([C:10]=2[CH:11]=[O:12])=[CH:8][CH:7]=[CH:6][CH:5]=3)[CH2:24][CH2:23][NH:22][CH2:21][CH2:20]1, predict the reactants needed to synthesize it. The reactants are: Cl[CH:2]1[CH:10]([CH:11]=[O:12])[C:9]2[C:4](=[CH:5][CH:6]=[CH:7][CH:8]=2)[N:3]1[C:13]1[CH:14]=[N:15][CH:16]=[CH:17][CH:18]=1.[NH:19]1[CH2:24][CH2:23][NH:22][CH2:21][CH2:20]1. (5) Given the product [CH2:49]([O:48][C:47](=[O:56])[NH:46]/[C:34](/[N:13]1[CH2:14][CH2:15][C:16]2[C:21](=[CH:20][C:19]([O:22][CH2:23][CH2:24][NH:25][S:26]([CH2:29][CH2:30][CH3:31])(=[O:27])=[O:28])=[CH:18][CH:17]=2)[CH:12]1[C:8]1([C:5]2[CH:6]=[CH:7][C:2]([F:1])=[CH:3][CH:4]=2)[CH2:9][CH2:10][CH2:11]1)=[N:35]\[C:36](=[O:45])[O:37][CH2:38][C:39]1[CH:44]=[CH:43][CH:42]=[CH:41][CH:40]=1)[C:50]1[CH:51]=[CH:52][CH:53]=[CH:54][CH:55]=1, predict the reactants needed to synthesize it. The reactants are: [F:1][C:2]1[CH:7]=[CH:6][C:5]([C:8]2([CH:12]3[C:21]4[C:16](=[CH:17][CH:18]=[C:19]([O:22][CH2:23][CH2:24][NH:25][S:26]([CH2:29][CH2:30][CH3:31])(=[O:28])=[O:27])[CH:20]=4)[CH2:15][CH2:14][NH:13]3)[CH2:11][CH2:10][CH2:9]2)=[CH:4][CH:3]=1.CS[C:34]([NH:46][C:47](=[O:56])[O:48][CH2:49][C:50]1[CH:55]=[CH:54][CH:53]=[CH:52][CH:51]=1)=[N:35][C:36](=[O:45])[O:37][CH2:38][C:39]1[CH:44]=[CH:43][CH:42]=[CH:41][CH:40]=1.C(N(CC)CC)C. (6) Given the product [C:13]([NH2:15])(=[O:14])[C:12]1[CH:24]=[CH:25][CH:26]=[CH:10][CH:11]=1, predict the reactants needed to synthesize it. The reactants are: ClC1C=C(C=CC=1)N.N[C:10]1[CH:11]=[C:12]([CH:24]=[CH:25][C:26]=1OC)[C:13]([NH:15]C1C=CC(F)=C(F)C=1)=[O:14]. (7) Given the product [C:36]([N:19]([CH2:12][C:13]1[CH:18]=[CH:17][CH:16]=[CH:15][CH:14]=1)[CH2:20][CH2:21][NH:22][C:23]1[N:24]=[CH:25][C:26](/[CH:29]=[CH:30]/[C:31]([O:33][CH3:34])=[O:32])=[N:27][CH:28]=1)(=[O:37])[CH3:35], predict the reactants needed to synthesize it. The reactants are: CN(C)CCCN=C=NCC.[CH2:12]([NH:19][CH2:20][CH2:21][NH:22][C:23]1[N:24]=[CH:25][C:26](/[CH:29]=[CH:30]/[C:31]([O:33][CH3:34])=[O:32])=[N:27][CH:28]=1)[C:13]1[CH:18]=[CH:17][CH:16]=[CH:15][CH:14]=1.[CH3:35][C:36](O)=[O:37].C1C=CC2N(O)N=NC=2C=1.